This data is from Forward reaction prediction with 1.9M reactions from USPTO patents (1976-2016). The task is: Predict the product of the given reaction. (1) Given the reactants [CH:1]([C:4]1[CH:5]=[C:6]([C:10]2([NH2:13])[CH2:12][CH2:11]2)[CH:7]=[CH:8][CH:9]=1)([CH3:3])[CH3:2].[N:14]12[CH2:21][CH2:20][CH:17]([CH2:18][CH2:19]1)[CH:16]([CH2:22][C:23](O)=[O:24])[CH2:15]2, predict the reaction product. The product is: [N:14]12[CH2:19][CH2:18][CH:17]([CH2:20][CH2:21]1)[CH:16]([CH2:22][C:23]([NH:13][C:10]1([C:6]3[CH:7]=[CH:8][CH:9]=[C:4]([CH:1]([CH3:3])[CH3:2])[CH:5]=3)[CH2:12][CH2:11]1)=[O:24])[CH2:15]2. (2) The product is: [C:36]([C:6]1[CH:29]=[CH:28][C:9]2[C:10]([CH2:13][CH2:14][CH:15]3[CH2:20][CH2:19][N:18]([CH2:21][C:22]4[CH:27]=[CH:26][CH:25]=[CH:24][CH:23]=4)[CH2:17][CH2:16]3)=[N:11][O:12][C:8]=2[CH:7]=1)#[N:37]. Given the reactants N([O-])=O.[Na+].N[C:6]1[CH:29]=[CH:28][C:9]2[C:10]([CH2:13][CH2:14][CH:15]3[CH2:20][CH2:19][N:18]([CH2:21][C:22]4[CH:27]=[CH:26][CH:25]=[CH:24][CH:23]=4)[CH2:17][CH2:16]3)=[N:11][O:12][C:8]=2[CH:7]=1.C([O-])([O-])=O.[Na+].[Na+].[C:36]([Cu])#[N:37], predict the reaction product. (3) Given the reactants [CH3:1][O:2][C:3]1[N:8]=[CH:7][C:6]([N:9]2[C:13]([C:14]3[CH:19]=[CH:18][CH:17]=[CH:16][N:15]=3)=[CH:12][C:11]([C:20]([OH:22])=O)=[N:10]2)=[CH:5][CH:4]=1.[C:23]([NH2:27])([CH3:26])([CH3:25])[CH3:24], predict the reaction product. The product is: [C:23]([NH:27][C:20]([C:11]1[CH:12]=[C:13]([C:14]2[CH:19]=[CH:18][CH:17]=[CH:16][N:15]=2)[N:9]([C:6]2[CH:7]=[N:8][C:3]([O:2][CH3:1])=[CH:4][CH:5]=2)[N:10]=1)=[O:22])([CH3:26])([CH3:25])[CH3:24]. (4) Given the reactants [Cl:1][C:2]1[CH:7]=[CH:6][C:5]([C@H:8]([N:21]2[CH:26]=[CH:25][C:24]([C:27]3[CH:32]=[CH:31][N:30]=[C:29](S(C)(=O)=O)[N:28]=3)=[CH:23][C:22]2=[O:37])[C@@H:9]2[CH2:13][CH2:12][N:11](C(OC(C)(C)C)=O)[CH2:10]2)=[CH:4][C:3]=1[F:38].[O:39]1[CH2:44][CH2:43][CH:42]([NH2:45])[CH2:41][CH2:40]1, predict the reaction product. The product is: [Cl:1][C:2]1[CH:7]=[CH:6][C:5]([C@@H:8]([C@@H:9]2[CH2:13][CH2:12][NH:11][CH2:10]2)[N:21]2[CH:26]=[CH:25][C:24]([C:27]3[CH:32]=[CH:31][N:30]=[C:29]([NH:45][CH:42]4[CH2:43][CH2:44][O:39][CH2:40][CH2:41]4)[N:28]=3)=[CH:23][C:22]2=[O:37])=[CH:4][C:3]=1[F:38]. (5) Given the reactants [NH2:1][C:2]1[CH:3]=[C:4]([CH:8]=[CH:9][C:10]=1[CH3:11])[C:5]([OH:7])=[O:6].Cl.[N:13]([O-])=O.[Na+].[C:17]([SH:21])([CH3:20])([CH3:19])[CH3:18], predict the reaction product. The product is: [C:17]([S:21]/[N:13]=[N:1]/[C:2]1[CH:3]=[C:4]([CH:8]=[CH:9][C:10]=1[CH3:11])[C:5]([OH:7])=[O:6])([CH3:20])([CH3:19])[CH3:18]. (6) Given the reactants [C:1]([O:5][C:6]([NH:8][CH2:9][C:10]1[N:11]([CH2:37][CH:38]([CH3:40])[CH3:39])[C:12](=[O:36])[C:13]2[C:18]([C:19]=1[C:20]1[CH:25]=[CH:24][CH:23]=[CH:22][CH:21]=1)=[CH:17][C:16]([C:26]1[S:27][CH:28]=[C:29]([C:31]([O:33]CC)=[O:32])[N:30]=1)=[CH:15][CH:14]=2)=[O:7])([CH3:4])([CH3:3])[CH3:2].C(O)C.[OH-].[Na+].Cl, predict the reaction product. The product is: [C:1]([O:5][C:6]([NH:8][CH2:9][C:10]1[N:11]([CH2:37][CH:38]([CH3:40])[CH3:39])[C:12](=[O:36])[C:13]2[C:18]([C:19]=1[C:20]1[CH:25]=[CH:24][CH:23]=[CH:22][CH:21]=1)=[CH:17][C:16]([C:26]1[S:27][CH:28]=[C:29]([C:31]([OH:33])=[O:32])[N:30]=1)=[CH:15][CH:14]=2)=[O:7])([CH3:4])([CH3:3])[CH3:2]. (7) The product is: [Cl:4][C:24]([C:19]1([CH2:18][CH:17]([CH2:27][CH2:28][CH3:29])[C:15]([O:14][CH2:7][C:8]2[CH:13]=[CH:12][CH:11]=[CH:10][CH:9]=2)=[O:16])[CH2:23][CH2:22][CH2:21][CH2:20]1)=[O:25]. Given the reactants C(Cl)(=O)C([Cl:4])=O.[CH2:7]([O:14][C:15]([CH:17]([CH2:27][CH2:28][CH3:29])[CH2:18][C:19]1([C:24](O)=[O:25])[CH2:23][CH2:22][CH2:21][CH2:20]1)=[O:16])[C:8]1[CH:13]=[CH:12][CH:11]=[CH:10][CH:9]=1, predict the reaction product. (8) The product is: [Cl:14][C:9]1[CH:10]=[N:11][CH:12]=[CH:13][C:8]=1[C:7]1[N:6]=[C:5]([NH2:15])[CH:4]=[N:3][C:2]=1[C:21]1[CH:22]=[CH:23][C:18]([C:17]([F:28])([F:27])[F:16])=[CH:19][CH:20]=1. Given the reactants Br[C:2]1[N:3]=[CH:4][C:5]([NH2:15])=[N:6][C:7]=1[C:8]1[CH:13]=[CH:12][N:11]=[CH:10][C:9]=1[Cl:14].[F:16][C:17]([F:28])([F:27])[C:18]1[CH:23]=[CH:22][C:21](B(O)O)=[CH:20][CH:19]=1.C([O-])([O-])=O.[K+].[K+], predict the reaction product. (9) The product is: [C:24]([C:28]1[CH:35]=[CH:34][CH:33]=[CH:32][C:29]=1[CH:30]([C:19]1[CH:20]=[N:21][C:22]2[C:17]([CH:18]=1)=[CH:16][CH:15]=[CH:14][C:13]=2[F:12])[OH:31])([CH3:27])([CH3:25])[CH3:26]. Given the reactants C([Li])CCC.C([Mg]Cl)CCC.[F:12][C:13]1[CH:14]=[CH:15][CH:16]=[C:17]2[C:22]=1[N:21]=[CH:20][C:19](I)=[CH:18]2.[C:24]([C:28]1[CH:35]=[CH:34][CH:33]=[CH:32][C:29]=1[CH:30]=[O:31])([CH3:27])([CH3:26])[CH3:25].Cl, predict the reaction product.